Dataset: Full USPTO retrosynthesis dataset with 1.9M reactions from patents (1976-2016). Task: Predict the reactants needed to synthesize the given product. (1) Given the product [OH:20][CH2:19][CH2:18][C:15]1[CH:16]=[CH:17][C:12]([CH2:11][CH2:10][C:8]2[N:9]=[C:5]([NH:4][C:1](=[O:3])[CH3:2])[S:6][CH:7]=2)=[CH:13][CH:14]=1, predict the reactants needed to synthesize it. The reactants are: [C:1]([NH:4][C:5]1[S:6][CH:7]=[C:8]([CH2:10][CH2:11][C:12]2[CH:17]=[CH:16][C:15]([CH2:18][C:19](OC)=[O:20])=[CH:14][CH:13]=2)[N:9]=1)(=[O:3])[CH3:2].[BH4-].[Li+].S([O-])([O-])(=O)=O.[Na+].[Na+]. (2) Given the product [CH3:1][O:2][C:3]1[CH:4]=[C:5]([S:12][CH2:13][CH2:14][O:15][CH2:19][CH2:20][O:21][CH2:22][CH2:23][O:24][CH3:25])[CH:6]=[C:7]([N+:9]([O-:11])=[O:10])[CH:8]=1, predict the reactants needed to synthesize it. The reactants are: [CH3:1][O:2][C:3]1[CH:4]=[C:5]([S:12][CH2:13][CH2:14][OH:15])[CH:6]=[C:7]([N+:9]([O-:11])=[O:10])[CH:8]=1.[H-].[Na+].Br[CH2:19][CH2:20][O:21][CH2:22][CH2:23][O:24][CH3:25].[Na+].[I-]. (3) Given the product [Cl:1][C:2]1[CH:6]=[N:5][N:4]([CH3:7])[C:3]=1[C:8]1[CH:9]=[C:10]([NH:16][C:25]([NH:24][C:21]2[CH:22]=[CH:23][C:18]([Cl:17])=[CH:19][C:20]=2[C:27]([F:29])([F:28])[F:30])=[O:26])[CH:11]=[CH:12][C:13]=1[O:14][CH3:15], predict the reactants needed to synthesize it. The reactants are: [Cl:1][C:2]1[CH:6]=[N:5][N:4]([CH3:7])[C:3]=1[C:8]1[CH:9]=[C:10]([NH2:16])[CH:11]=[CH:12][C:13]=1[O:14][CH3:15].[Cl:17][C:18]1[CH:23]=[CH:22][C:21]([N:24]=[C:25]=[O:26])=[C:20]([C:27]([F:30])([F:29])[F:28])[CH:19]=1. (4) Given the product [ClH:1].[O:44]1[C:43]2[CH:42]=[C:28]([CH2:29][NH:3][CH:4]3[CH2:5][CH2:6][N:7]([CH2:10][CH:11]4[N:21]5[C:22]6[N:13]([C:14](=[O:24])[CH:15]=[CH:16][C:17]=6[CH:18]=[CH:19][C:20]5=[O:23])[CH2:12]4)[CH2:8][CH2:9]3)[N:27]=[CH:30][C:31]=2[O:47][CH2:48][CH2:50]1, predict the reactants needed to synthesize it. The reactants are: [ClH:1].Cl.[NH2:3][CH:4]1[CH2:9][CH2:8][N:7]([CH2:10][CH:11]2[N:21]3[C:22]4[N:13]([C:14](=[O:24])[CH:15]=[CH:16][C:17]=4[CH:18]=[CH:19][C:20]3=[O:23])[CH2:12]2)[CH2:6][CH2:5]1.C([N:27]([CH2:30][CH3:31])[CH2:28][CH3:29])C.BrC1[C:42]([CH:43]=[O:44])=NC2NC(=O)CSC=2C=1.[BH-](OC(C)=O)(OC(C)=O)[O:47][C:48]([CH3:50])=O.[Na+].C(=O)(O)[O-].[Na+]. (5) Given the product [NH2:20][CH:17]1[CH2:18][CH2:19][N:14]([CH2:13][CH2:12][N:5]2[C:6]3[C:11](=[CH:10][CH:9]=[CH:8][CH:7]=3)[C:2](=[O:1])[CH:3]=[CH:4]2)[CH2:15][CH2:16]1, predict the reactants needed to synthesize it. The reactants are: [O:1]=[C:2]1[C:11]2[C:6](=[CH:7][CH:8]=[CH:9][CH:10]=2)[N:5]([CH2:12][CH2:13][N:14]2[CH2:19][CH2:18][CH:17]([NH:20]C(=O)OC(C)(C)C)[CH2:16][CH2:15]2)[CH:4]=[CH:3]1.Cl.O1CCOCC1.NC1CCN(CCN2C3C(=CC=CC=3)C=CC2=O)CC1. (6) Given the product [NH2:17][C:3]1[CH:4]=[CH:5][C:6]([N:8]2[CH2:13][CH2:12][CH2:11][C@@H:10]([C:14]([OH:16])=[O:15])[CH2:9]2)=[N:7][C:2]=1[NH2:1], predict the reactants needed to synthesize it. The reactants are: [NH2:1][C:2]1[N:7]=[C:6]([N:8]2[CH2:13][CH2:12][CH2:11][C@@H:10]([C:14]([OH:16])=[O:15])[CH2:9]2)[CH:5]=[CH:4][C:3]=1[N+:17]([O-])=O.O.C([O-])=O.[NH4+].